From a dataset of Reaction yield outcomes from USPTO patents with 853,638 reactions. Predict the reaction yield, written as a fraction of the theoretical maximum amount of product (1.0 means a 100% yield; for example, 0.34 means a 34% yield). (1) The reactants are [CH3:1][C:2]1([CH3:10])[CH2:6][N:5]([C:7](=[S:9])[NH2:8])[N:4]=[CH:3]1.I[CH3:12]. The catalyst is CO. The product is [CH3:12][S:9][C:7]([N:5]1[CH2:6][C:2]([CH3:10])([CH3:1])[CH:3]=[N:4]1)=[NH:8]. The yield is 0.940. (2) The reactants are [F:1][C:2]1[CH:19]=[CH:18][C:5]([O:6][CH:7]([C:11]2[CH:16]=[CH:15][C:14]([F:17])=[CH:13][CH:12]=2)[C:8]([OH:10])=O)=[CH:4][CH:3]=1.[NH2:20][C:21]1[S:22][CH:23]=[CH:24][N:25]=1. The catalyst is C1COCC1. The product is [F:1][C:2]1[CH:3]=[CH:4][C:5]([O:6][CH:7]([C:11]2[CH:16]=[CH:15][C:14]([F:17])=[CH:13][CH:12]=2)[C:8]([NH:20][C:21]2[S:22][CH:23]=[CH:24][N:25]=2)=[O:10])=[CH:18][CH:19]=1. The yield is 0.840.